From a dataset of Catalyst prediction with 721,799 reactions and 888 catalyst types from USPTO. Predict which catalyst facilitates the given reaction. (1) Reactant: Br.[C:2]([CH:10]1[CH2:15][CH2:14][NH:13][CH2:12][CH2:11]1)(=[O:9])[C:3]1[CH:8]=[CH:7][CH:6]=[CH:5][CH:4]=1.C([O-])([O-])=O.[K+].[K+].Br[CH2:23][CH2:24][CH2:25]Cl.[C:27]([C:29]1[CH:34]=[CH:33][C:32]([OH:35])=[CH:31][CH:30]=1)#[N:28]. Product: [C:2]([CH:10]1[CH2:15][CH2:14][N:13]([CH2:23][CH2:24][CH2:25][O:35][C:32]2[CH:33]=[CH:34][C:29]([C:27]#[N:28])=[CH:30][CH:31]=2)[CH2:12][CH2:11]1)(=[O:9])[C:3]1[CH:8]=[CH:7][CH:6]=[CH:5][CH:4]=1. The catalyst class is: 3. (2) Reactant: [Br:1][C:2]1[N:3]=[C:4]([CH:8]2[CH2:10][CH2:9]2)[NH:5][C:6]=1[Br:7].[H-].[Na+].[CH3:13][Si:14]([CH3:21])([CH3:20])[CH2:15][CH2:16][O:17][CH2:18]Cl. Product: [Br:1][C:2]1[N:3]=[C:4]([CH:8]2[CH2:10][CH2:9]2)[N:5]([CH2:18][O:17][CH2:16][CH2:15][Si:14]([CH3:21])([CH3:20])[CH3:13])[C:6]=1[Br:7]. The catalyst class is: 1. (3) Reactant: CCN(C(C)C)C(C)C.[C:10]1([C:16]2[NH:20][N:19]=[C:18]([C:21]([NH:23][CH2:24][C:25]([OH:27])=O)=[O:22])[CH:17]=2)[CH:15]=[CH:14][CH:13]=[CH:12][CH:11]=1.C1C=CC2N(O)N=NC=2C=1.CCN=C=NCCCN(C)C.Cl.Cl.[Cl:51][C:52]1[CH:57]=[CH:56][CH:55]=[C:54]([O:58][CH:59]2[CH2:64][CH2:63][NH:62][CH2:61][CH2:60]2)[N:53]=1.Cl.ClC1C=CC=CC=1OC1CCNCC1. The catalyst class is: 18. Product: [Cl:51][C:52]1[N:53]=[C:54]([O:58][CH:59]2[CH2:64][CH2:63][N:62]([C:25](=[O:27])[CH2:24][NH:23][C:21]([C:18]3[CH:17]=[C:16]([C:10]4[CH:11]=[CH:12][CH:13]=[CH:14][CH:15]=4)[NH:20][N:19]=3)=[O:22])[CH2:61][CH2:60]2)[CH:55]=[CH:56][CH:57]=1. (4) Reactant: [OH:1][C:2]1[CH:3]=[CH:4][C:5]2[C:9]([O:10][C:11]3[CH:16]=[CH:15][C:14](/[CH:17]=[CH:18]/[C:19](O)=[O:20])=[CH:13][CH:12]=3)=[C:8]([C:22]3[CH:27]=[CH:26][C:25]([C:28]([F:31])([F:30])[F:29])=[CH:24][CH:23]=3)[S:7][C:6]=2[CH:32]=1.Cl.CN.[CH3:36][N:37](C(ON1N=NC2C=CC=NC1=2)=[N+](C)C)C.F[P-](F)(F)(F)(F)F.CCN(C(C)C)C(C)C. Product: [OH:1][C:2]1[CH:3]=[CH:4][C:5]2[C:9]([O:10][C:11]3[CH:16]=[CH:15][C:14](/[CH:17]=[CH:18]/[C:19]([NH:37][CH3:36])=[O:20])=[CH:13][CH:12]=3)=[C:8]([C:22]3[CH:27]=[CH:26][C:25]([C:28]([F:31])([F:30])[F:29])=[CH:24][CH:23]=3)[S:7][C:6]=2[CH:32]=1. The catalyst class is: 3. (5) Reactant: O(CCSCC1C=CC(C2C=CC=C(C(O)=O)C=2)=CC=1)C1C=CC=CC=1.C([O:29][C:30]([C:32]1[C:33]([C:38]2[CH:43]=[CH:42][CH:41]=[CH:40][C:39]=2[CH2:44][S:45][CH2:46][CH2:47][O:48][C:49]2[CH:54]=[CH:53][CH:52]=[CH:51][CH:50]=2)=[CH:34][CH:35]=[CH:36][CH:37]=1)=[O:31])C.[OH-].[Li+]. Product: [O:48]([CH2:47][CH2:46][S:45][CH2:44][C:39]1[CH:40]=[CH:41][CH:42]=[CH:43][C:38]=1[C:33]1[C:32]([C:30]([OH:31])=[O:29])=[CH:37][CH:36]=[CH:35][CH:34]=1)[C:49]1[CH:50]=[CH:51][CH:52]=[CH:53][CH:54]=1. The catalyst class is: 523. (6) Reactant: [CH3:1][C:2]1[NH:6][N:5]=[C:4]([C:7]2[O:11][N:10]=[C:9]([C:12]3[CH:17]=[CH:16][C:15]([O:18][C:19]([F:22])([F:21])[F:20])=[CH:14][CH:13]=3)[N:8]=2)[N:3]=1.C([O-])([O-])=O.[Cs+].[Cs+].[Cl:29][C:30]1[N:35]=[C:34]([CH2:36]Cl)[CH:33]=[CH:32][N:31]=1. Product: [Cl:29][C:30]1[N:35]=[C:34]([CH2:36][N:6]2[C:2]([CH3:1])=[N:3][C:4]([C:7]3[O:11][N:10]=[C:9]([C:12]4[CH:13]=[CH:14][C:15]([O:18][C:19]([F:22])([F:20])[F:21])=[CH:16][CH:17]=4)[N:8]=3)=[N:5]2)[CH:33]=[CH:32][N:31]=1. The catalyst class is: 3.